This data is from Full USPTO retrosynthesis dataset with 1.9M reactions from patents (1976-2016). The task is: Predict the reactants needed to synthesize the given product. (1) Given the product [CH2:36]([O:30][C:29](=[O:31])[C:28]1[CH:32]=[CH:33][C:25]([NH:24][C:22]([C:19]2[CH:20]=[C:21]3[C:16]([CH2:15][CH2:14][CH2:13][N:12]3[S:9]([C:4]3[CH:5]=[CH:6][C:7]([Cl:8])=[C:2]([Cl:1])[CH:3]=3)(=[O:11])=[O:10])=[CH:17][CH:18]=2)=[O:23])=[CH:26][C:27]=1[F:34])[CH3:41], predict the reactants needed to synthesize it. The reactants are: [Cl:1][C:2]1[CH:3]=[C:4]([S:9]([N:12]2[C:21]3[C:16](=[CH:17][CH:18]=[C:19]([C:22]([NH:24][C:25]4[CH:33]=[CH:32][C:28]([C:29]([OH:31])=[O:30])=[C:27]([F:34])[CH:26]=4)=[O:23])[CH:20]=3)[CH2:15][CH2:14][CH2:13]2)(=[O:11])=[O:10])[CH:5]=[CH:6][C:7]=1[Cl:8].Cl[C:36]1C=C(S(Cl)(=O)=O)C=C[C:41]=1Cl. (2) Given the product [NH2:9][C@H:8]1[C@H:2]([F:1])[CH2:3][O:4][C@H:5]([C:17]2[N:21]([CH3:22])[N:20]=[CH:19][C:18]=2[NH:23][C:45](=[O:46])[C:43]2[CH:42]=[CH:41][C:40]([F:48])=[C:39]([C:28]3[C:29]([F:38])=[CH:30][C:31]([C:33]4([OH:37])[CH2:34][CH2:35][CH2:36]4)=[CH:32][C:27]=3[F:26])[N:44]=2)[CH2:6][CH2:7]1, predict the reactants needed to synthesize it. The reactants are: [F:1][C@H:2]1[C@H:8]([NH:9]C(=O)OC(C)(C)C)[CH2:7][CH2:6][C@@H:5]([C:17]2[N:21]([CH3:22])[N:20]=[CH:19][C:18]=2[N+:23]([O-])=O)[O:4][CH2:3]1.[F:26][C:27]1[CH:32]=[C:31]([C:33]2([OH:37])[CH2:36][CH2:35][CH2:34]2)[CH:30]=[C:29]([F:38])[C:28]=1[C:39]1[N:44]=[C:43]([C:45](O)=[O:46])[CH:42]=[CH:41][C:40]=1[F:48]. (3) The reactants are: [CH3:1][C:2]1([CH2:7][OH:8])[CH2:6][CH2:5][CH2:4][NH:3]1.[C:9](O[C:9]([O:11][C:12]([CH3:15])([CH3:14])[CH3:13])=[O:10])([O:11][C:12]([CH3:15])([CH3:14])[CH3:13])=[O:10].[OH-].[Na+].O. Given the product [OH:8][CH2:7][C:2]1([CH3:1])[CH2:6][CH2:5][CH2:4][N:3]1[C:9]([O:11][C:12]([CH3:15])([CH3:14])[CH3:13])=[O:10], predict the reactants needed to synthesize it. (4) The reactants are: [F:1][C:2]1[CH:7]=[CH:6][C:5]([C:8]2[C:9]3[N:10]([N:15]=[C:16]([NH2:18])[N:17]=3)[CH:11]=[C:12]([CH3:14])[CH:13]=2)=[CH:4][CH:3]=1.Br[C:20]1[CH:25]=[CH:24][C:23]([N:26]2[CH:30]=[C:29]([CH3:31])[N:28]=[CH:27]2)=[C:22]([O:32][CH3:33])[CH:21]=1. Given the product [F:1][C:2]1[CH:7]=[CH:6][C:5]([C:8]2[C:9]3[N:10]([N:15]=[C:16]([NH:18][C:20]4[CH:25]=[CH:24][C:23]([N:26]5[CH:30]=[C:29]([CH3:31])[N:28]=[CH:27]5)=[C:22]([O:32][CH3:33])[CH:21]=4)[N:17]=3)[CH:11]=[C:12]([CH3:14])[CH:13]=2)=[CH:4][CH:3]=1, predict the reactants needed to synthesize it. (5) Given the product [CH2:23]([N:19]1[CH2:18][CH:17]=[C:16]([C:11]2[CH:12]=[CH:13][CH:14]=[CH:15][C:10]=2[CH:4]2[CH2:3][C:2]([CH3:22])([CH3:1])[CH2:7][C:6]([CH3:8])([CH3:9])[CH2:5]2)[CH2:21][CH2:20]1)[CH2:24][CH2:25][CH3:26], predict the reactants needed to synthesize it. The reactants are: [CH3:1][C:2]1([CH3:22])[CH2:7][C:6]([CH3:9])([CH3:8])[CH2:5][CH:4]([C:10]2[CH:15]=[CH:14][CH:13]=[CH:12][C:11]=2[C:16]2[CH2:17][CH2:18][NH:19][CH2:20][CH:21]=2)[CH2:3]1.[CH:23](=O)[CH2:24][CH2:25][CH3:26].C(O[BH-](OC(=O)C)OC(=O)C)(=O)C.[Na+].C(O)(=O)C.C(=O)([O-])O.[Na+]. (6) Given the product [NH:10]1[CH:14]=[CH:13][N:12]=[C:11]1[C:15]1[CH:16]=[CH:17][C:18]([CH3:31])=[C:19]([NH:21][C:22](=[O:30])[C:23]2[CH:28]=[CH:27][C:26]([NH:29][CH2:7][C:2]3[CH:3]=[CH:4][CH:5]=[CH:6][N:1]=3)=[CH:25][CH:24]=2)[CH:20]=1, predict the reactants needed to synthesize it. The reactants are: [N:1]1[CH:6]=[CH:5][CH:4]=[CH:3][C:2]=1[CH:7]=O.Cl.[NH:10]1[CH:14]=[CH:13][N:12]=[C:11]1[C:15]1[CH:16]=[CH:17][C:18]([CH3:31])=[C:19]([NH:21][C:22](=[O:30])[C:23]2[CH:28]=[CH:27][C:26]([NH2:29])=[CH:25][CH:24]=2)[CH:20]=1.C(O[BH-](OC(=O)C)OC(=O)C)(=O)C.[Na+]. (7) Given the product [Br:1][C:2]1[CH:3]=[CH:4][C:5]([OH:10])=[C:6]([CH2:7][NH:13][NH:12][C:11]([O:15][C:16]([CH3:19])([CH3:18])[CH3:17])=[O:14])[CH:9]=1, predict the reactants needed to synthesize it. The reactants are: [Br:1][C:2]1[CH:3]=[CH:4][C:5]([OH:10])=[C:6]([CH:9]=1)[CH:7]=O.[C:11]([O:15][C:16]([CH3:19])([CH3:18])[CH3:17])(=[O:14])[NH:12][NH2:13].C(O)(=O)C.C(O[BH-](OC(=O)C)OC(=O)C)(=O)C.[Na+].Cl. (8) The reactants are: [CH3:1][C:2]1[C:3]([N:8]([CH2:25][O:26][CH2:27][CH2:28][O:29][CH3:30])[S:9]([C:12]2[S:13][CH:14]=[CH:15][C:16]=2[C:17]2[CH:22]=[CH:21][C:20]([CH2:23]O)=[CH:19][CH:18]=2)(=[O:11])=[O:10])=[N:4][O:5][C:6]=1[CH3:7].C(N(C(C)C)C(C)C)C.[CH3:40][S:41](Cl)(=[O:43])=[O:42]. Given the product [CH3:1][C:2]1[C:3]([N:8]([CH2:25][O:26][CH2:27][CH2:28][O:29][CH3:30])[S:9]([C:12]2[S:13][CH:14]=[CH:15][C:16]=2[C:17]2[CH:22]=[CH:21][C:20]([S:41]([CH3:40])(=[O:43])=[O:42])=[CH:23][C:18]=2[CH3:19])(=[O:10])=[O:11])=[N:4][O:5][C:6]=1[CH3:7], predict the reactants needed to synthesize it. (9) Given the product [F:36][C:37]1[CH:45]=[CH:44][CH:43]=[C:42]([C:46]2[N:47]=[CH:48][CH:49]=[CH:50][N:51]=2)[C:38]=1[C:39]([N:17]1[CH2:16][CH2:15][C@@H:14]2[C@@H:19]([N:12]([C:4]3[CH:3]=[C:2]([CH3:1])[N:7]=[C:6]([C:8]([F:10])([F:9])[F:11])[N:5]=3)[CH2:13]2)[CH2:18]1)=[O:40], predict the reactants needed to synthesize it. The reactants are: [CH3:1][C:2]1[N:7]=[C:6]([C:8]([F:11])([F:10])[F:9])[N:5]=[C:4]([N:12]2[C@@H:19]3[C@@H:14]([CH2:15][CH2:16][NH:17][CH2:18]3)[CH2:13]2)[CH:3]=1.CC1C=C(C)N=C(N2[C@@H]3[C@@H](CCNC3)C2)N=1.[F:36][C:37]1[CH:45]=[CH:44][CH:43]=[C:42]([C:46]2[N:51]=[CH:50][CH:49]=[CH:48][N:47]=2)[C:38]=1[C:39](O)=[O:40].S1C=CC=C1C1C=CC=CC=1C(O)=O.